This data is from Peptide-MHC class II binding affinity with 134,281 pairs from IEDB. The task is: Regression. Given a peptide amino acid sequence and an MHC pseudo amino acid sequence, predict their binding affinity value. This is MHC class II binding data. (1) The peptide sequence is IDGKSRKECPFSNRV. The MHC is DRB4_0103 with pseudo-sequence DRB4_0103. The binding affinity (normalized) is 0.363. (2) The peptide sequence is GELQIVDKRDAAFKI. The MHC is DRB1_0701 with pseudo-sequence DRB1_0701. The binding affinity (normalized) is 0.452. (3) The peptide sequence is SIRAANVMAASLRKA. The MHC is DRB1_0901 with pseudo-sequence DRB1_0901. The binding affinity (normalized) is 0.625. (4) The peptide sequence is FGHDGTVWAQSADFP. The MHC is HLA-DQA10101-DQB10501 with pseudo-sequence HLA-DQA10101-DQB10501. The binding affinity (normalized) is 0.0237. (5) The peptide sequence is DASFKESFAIHLDYT. The MHC is DRB4_0101 with pseudo-sequence DRB4_0103. The binding affinity (normalized) is 0.433. (6) The binding affinity (normalized) is 0. The peptide sequence is PNTDGIHIGDSSKVT. The MHC is HLA-DQA10101-DQB10501 with pseudo-sequence HLA-DQA10101-DQB10501. (7) The peptide sequence is IDGKSRKECPFSNRV. The MHC is DRB1_0301 with pseudo-sequence DRB1_0301. The binding affinity (normalized) is 0.206.